Dataset: Experimental lipophilicity measurements (octanol/water distribution) for 4,200 compounds from AstraZeneca. Task: Regression/Classification. Given a drug SMILES string, predict its absorption, distribution, metabolism, or excretion properties. Task type varies by dataset: regression for continuous measurements (e.g., permeability, clearance, half-life) or binary classification for categorical outcomes (e.g., BBB penetration, CYP inhibition). For this dataset (lipophilicity_astrazeneca), we predict Y. The Y is 2.80 logD. The compound is COc1ccc(-c2cc(C(F)F)nn2-c2ccc(S(N)(=O)=O)cc2)cc1F.